Dataset: Full USPTO retrosynthesis dataset with 1.9M reactions from patents (1976-2016). Task: Predict the reactants needed to synthesize the given product. Given the product [CH2:13]([C:12]1[C:3]2[C:4](=[N:5][CH:6]=[C:7]3[CH:8]=[N:17][N:16]([CH3:15])[C:2]3=2)[NH:10][CH:11]=1)[CH3:14], predict the reactants needed to synthesize it. The reactants are: Cl[C:2]1[C:7]([CH:8]=O)=[CH:6][N:5]=[C:4]2[NH:10][CH:11]=[C:12]([CH2:13][CH3:14])[C:3]=12.[CH3:15][NH:16][NH2:17].Cl.